Dataset: Full USPTO retrosynthesis dataset with 1.9M reactions from patents (1976-2016). Task: Predict the reactants needed to synthesize the given product. (1) The reactants are: COC[C@@H]1[C@H](C=O)[C@]1(C)C1C=CC2C(C)(C)CCC(C)(C)C=2C=1.CC12C(C)(C)[C:28]([C:34]([O:36][CH2:37][C@@H:38]3[C@H:40]([CH2:41][O:42]CC)[C@:39]3([CH3:59])[C:45]3[CH:54]=[CH:53][C:52]4[C:51]([CH3:56])([CH3:55])[CH2:50][CH2:49][C:48]([CH3:58])([CH3:57])[C:47]=4[CH:46]=3)=O)(CC1)OC2=O. Given the product [CH2:34]([O:36][CH2:37][C@H:38]1[C@@H:40]([CH:41]=[O:42])[C@@:39]1([CH3:59])[C:45]1[CH:54]=[CH:53][C:52]2[C:51]([CH3:56])([CH3:55])[CH2:50][CH2:49][C:48]([CH3:58])([CH3:57])[C:47]=2[CH:46]=1)[CH3:28], predict the reactants needed to synthesize it. (2) Given the product [CH3:31][O:30][NH:32][C:21]([C:18]1[CH:19]=[C:20]2[C:15](=[CH:16][C:17]=1[O:24][CH3:25])[N:14]=[CH:13][CH:12]=[C:11]2[O:10][C:9]1[CH:26]=[CH:27][C:6]([NH:5][C:4]([NH:3][CH2:1][CH3:2])=[O:29])=[C:7]([F:28])[CH:8]=1)=[O:22], predict the reactants needed to synthesize it. The reactants are: [CH2:1]([NH:3][C:4](=[O:29])[NH:5][C:6]1[CH:27]=[CH:26][C:9]([O:10][C:11]2[C:20]3[C:15](=[CH:16][C:17]([O:24][CH3:25])=[C:18]([C:21](O)=[O:22])[CH:19]=3)[N:14]=[CH:13][CH:12]=2)=[CH:8][C:7]=1[F:28])[CH3:2].[O:30]([NH2:32])[CH3:31].F[P-](F)(F)(F)(F)F.N1(O[P+](N(C)C)(N(C)C)N(C)C)C2C=CC=CC=2N=N1. (3) The reactants are: C(O[C:4](=[O:15])[C:5]([N:10]1[CH:14]=[CH:13][N:12]=[CH:11]1)=[CH:6][N:7](C)C)C.[NH:16]([C:18]1[CH:23]=[C:22]([CH3:24])[CH:21]=[CH:20][N:19]=1)N.C12(CS(O)(=O)=O)C(C)(C)C(CC1)CC2=O. Given the product [N:10]1([C:5]2[C:4](=[O:15])[N:16]([C:18]3[CH:23]=[C:22]([CH3:24])[CH:21]=[CH:20][N:19]=3)[NH:7][CH:6]=2)[CH:14]=[CH:13][N:12]=[CH:11]1, predict the reactants needed to synthesize it. (4) The reactants are: N1C=CC=CC=1.[CH3:7][N:8]([O:19][CH3:20])[C:9](=[O:18])[C:10]1[CH:15]=[CH:14][C:13]([NH2:16])=[C:12]([NH2:17])[CH:11]=1.[CH:21]([S:24](Cl)(=[O:26])=[O:25])([CH3:23])[CH3:22].CCCCCC. Given the product [CH3:7][N:8]([O:19][CH3:20])[C:9](=[O:18])[C:10]1[CH:15]=[CH:14][C:13]([NH2:16])=[C:12]([NH:17][S:24]([CH:21]([CH3:23])[CH3:22])(=[O:26])=[O:25])[CH:11]=1, predict the reactants needed to synthesize it. (5) Given the product [CH2:12]([C:11]([C:19]1[C:20]2[C:25](=[C:24]([NH:26][S:27]([CH3:30])(=[O:28])=[O:29])[CH:23]=[CH:22][CH:21]=2)[NH:17][CH:18]=1)([C:8]1[CH:9]=[CH:10][C:4]2[S:3][C:2]([CH3:1])=[N:6][C:5]=2[CH:7]=1)[CH2:14][CH3:15])[CH3:13], predict the reactants needed to synthesize it. The reactants are: [CH3:1][C:2]1[S:3][C:4]2[CH:10]=[CH:9][C:8]([C:11](O)([CH2:14][CH3:15])[CH2:12][CH3:13])=[CH:7][C:5]=2[N:6]=1.[NH:17]1[C:25]2[C:20](=[CH:21][CH:22]=[CH:23][C:24]=2[NH:26][S:27]([CH3:30])(=[O:29])=[O:28])[CH:19]=[CH:18]1.C(O)(C(F)(F)F)=O. (6) Given the product [Cl:1][C:2]1[C:3]([CH3:36])=[N:4][O:5][C:6]=1[NH:7][S:8]([C:11]1[C:19]2[C:14](=[N:15][CH:16]=[CH:17][CH:18]=2)[S:13][C:12]=1[CH2:20][C:21]1[CH:26]=[CH:25][C:24]2[O:27][CH2:28][O:29][C:23]=2[CH:22]=1)(=[O:9])=[O:10], predict the reactants needed to synthesize it. The reactants are: [Cl:1][C:2]1[C:3]([CH3:36])=[N:4][O:5][C:6]=1[N:7](COCCOC)[S:8]([C:11]1[C:19]2[C:14](=[N:15][CH:16]=[CH:17][CH:18]=2)[S:13][C:12]=1[CH2:20][C:21]1[CH:26]=[CH:25][C:24]2[O:27][CH2:28][O:29][C:23]=2[CH:22]=1)(=[O:10])=[O:9].Cl. (7) The reactants are: [CH:1]1([C:4]2[NH:26][C:7]3=[N:8][C:9]([C:19]4[CH:24]=[CH:23][C:22]([CH3:25])=[CH:21][CH:20]=4)=[C:10]([C:12]4[CH:17]=[CH:16][C:15]([CH3:18])=[CH:14][CH:13]=4)[N:11]=[C:6]3[CH:5]=2)[CH2:3][CH2:2]1.N#N.[H-].[Na+].Br[CH2:32][CH2:33][CH2:34][CH2:35][CH2:36][CH2:37][C:38]([O:40][CH2:41][CH3:42])=[O:39].Cl. Given the product [CH:1]1([C:4]2[N:26]([CH2:32][CH2:33][CH2:34][CH2:35][CH2:36][CH2:37][C:38]([O:40][CH2:41][CH3:42])=[O:39])[C:7]3=[N:8][C:9]([C:19]4[CH:20]=[CH:21][C:22]([CH3:25])=[CH:23][CH:24]=4)=[C:10]([C:12]4[CH:17]=[CH:16][C:15]([CH3:18])=[CH:14][CH:13]=4)[N:11]=[C:6]3[CH:5]=2)[CH2:2][CH2:3]1, predict the reactants needed to synthesize it. (8) Given the product [OH:9][CH:8]([C:10]1[CH:15]=[CH:14][C:13]([C:16]([F:19])([F:18])[F:17])=[CH:12][CH:11]=1)[C:3]1[CH:4]=[N:5][CH:6]=[CH:7][C:2]=1/[CH:21]=[CH:20]/[N:22]1[C:23](=[O:32])[C:24]2[C:29](=[CH:28][CH:27]=[CH:26][CH:25]=2)[C:30]1=[O:31], predict the reactants needed to synthesize it. The reactants are: Br[C:2]1[CH:7]=[CH:6][N:5]=[CH:4][C:3]=1[CH:8]([C:10]1[CH:15]=[CH:14][C:13]([C:16]([F:19])([F:18])[F:17])=[CH:12][CH:11]=1)[OH:9].[CH:20]([N:22]1[C:30](=[O:31])[C:29]2[C:24](=[CH:25][CH:26]=[CH:27][CH:28]=2)[C:23]1=[O:32])=[CH2:21].C1(P(C2CCCCC2)C2C=CC=CC=2C2C=CC=CC=2)CCCCC1.CCN(CC)CC.